This data is from NCI-60 drug combinations with 297,098 pairs across 59 cell lines. The task is: Regression. Given two drug SMILES strings and cell line genomic features, predict the synergy score measuring deviation from expected non-interaction effect. (1) Drug 1: CC(C1=C(C=CC(=C1Cl)F)Cl)OC2=C(N=CC(=C2)C3=CN(N=C3)C4CCNCC4)N. Drug 2: C1CC(C1)(C(=O)O)C(=O)O.[NH2-].[NH2-].[Pt+2]. Cell line: T-47D. Synergy scores: CSS=8.87, Synergy_ZIP=1.30, Synergy_Bliss=5.93, Synergy_Loewe=4.09, Synergy_HSA=4.36. (2) Drug 1: C1=C(C(=O)NC(=O)N1)N(CCCl)CCCl. Drug 2: C(CN)CNCCSP(=O)(O)O. Cell line: SK-MEL-5. Synergy scores: CSS=0.813, Synergy_ZIP=-6.01, Synergy_Bliss=-5.61, Synergy_Loewe=-27.1, Synergy_HSA=-7.44. (3) Drug 1: CC1=C(C(=CC=C1)Cl)NC(=O)C2=CN=C(S2)NC3=CC(=NC(=N3)C)N4CCN(CC4)CCO. Drug 2: CC1CC(C(C(C=C(C(C(C=CC=C(C(=O)NC2=CC(=O)C(=C(C1)C2=O)OC)C)OC)OC(=O)N)C)C)O)OC. Cell line: HT29. Synergy scores: CSS=82.7, Synergy_ZIP=2.75, Synergy_Bliss=1.95, Synergy_Loewe=5.02, Synergy_HSA=8.25. (4) Drug 1: CC1=CC=C(C=C1)C2=CC(=NN2C3=CC=C(C=C3)S(=O)(=O)N)C(F)(F)F. Drug 2: CC(C)CN1C=NC2=C1C3=CC=CC=C3N=C2N. Cell line: COLO 205. Synergy scores: CSS=-2.22, Synergy_ZIP=0.727, Synergy_Bliss=-0.903, Synergy_Loewe=-3.52, Synergy_HSA=-2.62. (5) Drug 1: CC1=C2C(C(=O)C3(C(CC4C(C3C(C(C2(C)C)(CC1OC(=O)C(C(C5=CC=CC=C5)NC(=O)OC(C)(C)C)O)O)OC(=O)C6=CC=CC=C6)(CO4)OC(=O)C)OC)C)OC. Cell line: CCRF-CEM. Drug 2: CS(=O)(=O)OCCCCOS(=O)(=O)C. Synergy scores: CSS=27.3, Synergy_ZIP=-7.16, Synergy_Bliss=-12.9, Synergy_Loewe=-24.7, Synergy_HSA=-10.8. (6) Drug 1: CCC1=CC2CC(C3=C(CN(C2)C1)C4=CC=CC=C4N3)(C5=C(C=C6C(=C5)C78CCN9C7C(C=CC9)(C(C(C8N6C)(C(=O)OC)O)OC(=O)C)CC)OC)C(=O)OC.C(C(C(=O)O)O)(C(=O)O)O. Drug 2: B(C(CC(C)C)NC(=O)C(CC1=CC=CC=C1)NC(=O)C2=NC=CN=C2)(O)O. Cell line: MDA-MB-435. Synergy scores: CSS=59.4, Synergy_ZIP=4.47, Synergy_Bliss=3.66, Synergy_Loewe=3.01, Synergy_HSA=3.82. (7) Drug 1: CN(C)C1=NC(=NC(=N1)N(C)C)N(C)C. Drug 2: C1C(C(OC1N2C=NC3=C(N=C(N=C32)Cl)N)CO)O. Cell line: SF-268. Synergy scores: CSS=-2.56, Synergy_ZIP=2.67, Synergy_Bliss=5.10, Synergy_Loewe=-4.76, Synergy_HSA=-1.59. (8) Drug 1: CN1C(=O)N2C=NC(=C2N=N1)C(=O)N. Drug 2: COCCOC1=C(C=C2C(=C1)C(=NC=N2)NC3=CC=CC(=C3)C#C)OCCOC.Cl. Cell line: HCT116. Synergy scores: CSS=2.70, Synergy_ZIP=-5.54, Synergy_Bliss=-6.59, Synergy_Loewe=-7.23, Synergy_HSA=-5.58. (9) Drug 1: CNC(=O)C1=NC=CC(=C1)OC2=CC=C(C=C2)NC(=O)NC3=CC(=C(C=C3)Cl)C(F)(F)F. Drug 2: CCC1(C2=C(COC1=O)C(=O)N3CC4=CC5=C(C=CC(=C5CN(C)C)O)N=C4C3=C2)O.Cl. Cell line: U251. Synergy scores: CSS=24.3, Synergy_ZIP=-2.17, Synergy_Bliss=-6.84, Synergy_Loewe=-46.1, Synergy_HSA=-9.34. (10) Drug 2: CC1=CC=C(C=C1)C2=CC(=NN2C3=CC=C(C=C3)S(=O)(=O)N)C(F)(F)F. Synergy scores: CSS=12.2, Synergy_ZIP=-2.39, Synergy_Bliss=1.16, Synergy_Loewe=3.08, Synergy_HSA=2.57. Cell line: EKVX. Drug 1: CNC(=O)C1=CC=CC=C1SC2=CC3=C(C=C2)C(=NN3)C=CC4=CC=CC=N4.